This data is from TCR-epitope binding with 47,182 pairs between 192 epitopes and 23,139 TCRs. The task is: Binary Classification. Given a T-cell receptor sequence (or CDR3 region) and an epitope sequence, predict whether binding occurs between them. (1) The epitope is ALSKGVHFV. The TCR CDR3 sequence is CASSLNRKDPPEQFF. Result: 1 (the TCR binds to the epitope). (2) The epitope is RISNCVADY. The TCR CDR3 sequence is CASSQRGNEQYF. Result: 0 (the TCR does not bind to the epitope).